Dataset: Catalyst prediction with 721,799 reactions and 888 catalyst types from USPTO. Task: Predict which catalyst facilitates the given reaction. Reactant: [H-].[Na+].Br[CH2:4][CH2:5][CH:6]([CH3:8])[CH3:7].[Br:9][C:10]1[CH:17]=[CH:16][C:13]([CH2:14][OH:15])=[CH:12][CH:11]=1.[Cl-].[NH4+]. Product: [Br:9][C:10]1[CH:17]=[CH:16][C:13]([CH2:14][O:15][CH2:4][CH2:5][CH:6]([CH3:8])[CH3:7])=[CH:12][CH:11]=1. The catalyst class is: 9.